Dataset: Catalyst prediction with 721,799 reactions and 888 catalyst types from USPTO. Task: Predict which catalyst facilitates the given reaction. (1) Reactant: Br[C:2]1[CH:3]=[C:4]([C:8]2[O:12][C:11]([NH:13][C:14]3[CH:19]=[C:18]([S:20]([CH2:23][CH3:24])(=[O:22])=[O:21])[CH:17]=[CH:16][C:15]=3[O:25][CH3:26])=[N:10][CH:9]=2)[CH:5]=[CH:6][CH:7]=1.[C:27]([C:29]1[CH:34]=[CH:33][C:32](B(O)O)=[CH:31][CH:30]=1)#[N:28].C(=O)([O-])[O-].[Na+].[Na+]. Product: [CH2:23]([S:20]([C:18]1[CH:17]=[CH:16][C:15]([O:25][CH3:26])=[C:14]([NH:13][C:11]2[O:12][C:8]([C:4]3[CH:3]=[C:2]([C:32]4[CH:33]=[CH:34][C:29]([C:27]#[N:28])=[CH:30][CH:31]=4)[CH:7]=[CH:6][CH:5]=3)=[CH:9][N:10]=2)[CH:19]=1)(=[O:22])=[O:21])[CH3:24]. The catalyst class is: 3. (2) Reactant: C([N:4]1[C:9](=[O:10])[NH:8][C:7](=[O:11])[CH:6]=[N:5]1)(=O)C.N1C=CC=CC=1.[C:18](Cl)(=[O:25])[C:19]1[CH:24]=[CH:23][CH:22]=[CH:21][CH:20]=1.Cl. Product: [C:19]1([C:18]([N:8]2[C:7](=[O:11])[CH:6]=[N:5][NH:4][C:9]2=[O:10])=[O:25])[CH:24]=[CH:23][CH:22]=[CH:21][CH:20]=1. The catalyst class is: 12. (3) Reactant: F[C:2]1[C:3]([CH3:22])=[N:4][C:5]2[C:10]([N:11]=1)=[C:9]([C:12]1[NH:20][C:19]3[CH2:18][CH2:17][NH:16][C:15](=[O:21])[C:14]=3[CH:13]=1)[CH:8]=[CH:7][CH:6]=2.Cl.Cl.[N:25]1[CH:30]=[CH:29][C:28]([CH:31]([NH2:33])[CH3:32])=[N:27][CH:26]=1.CCN(C(C)C)C(C)C. Product: [CH3:22][C:3]1[C:2]([NH:33][CH:31]([C:28]2[CH:29]=[CH:30][N:25]=[CH:26][N:27]=2)[CH3:32])=[N:11][C:10]2[C:5](=[CH:6][CH:7]=[CH:8][C:9]=2[C:12]2[NH:20][C:19]3[CH2:18][CH2:17][NH:16][C:15](=[O:21])[C:14]=3[CH:13]=2)[N:4]=1. The catalyst class is: 16. (4) Reactant: [C:1]([CH:3]([CH:7]1[C:11]([Cl:12])=[C:10](Cl)C(=O)O1)[C:4]([NH2:6])=[O:5])#[N:2].Cl.[F:16][C:17]1[CH:18]=[CH:19][C:20]([S:25]([N:28]2[CH2:33][CH2:32][O:31][CH2:30][CH2:29]2)(=[O:27])=[O:26])=[C:21]([CH2:23][NH2:24])[CH:22]=1.C(N(CC)CC)C. Product: [ClH:12].[Cl:12][C:11]1[CH:7]=[C:3]([C:4]([NH2:6])=[O:5])[C:1](=[NH:2])[N:24]([CH2:23][C:21]2[CH:22]=[C:17]([F:16])[CH:18]=[CH:19][C:20]=2[S:25]([N:28]2[CH2:33][CH2:32][O:31][CH2:30][CH2:29]2)(=[O:27])=[O:26])[CH:10]=1. The catalyst class is: 5. (5) Reactant: [OH:1][C:2]1[C:3]([CH3:12])=[N:4][CH:5]=[C:6]([CH:11]=1)[C:7]([O:9][CH3:10])=[S:8].[CH:13](Br)([CH3:15])[CH3:14].C(=O)([O-])[O-].[K+].[K+]. Product: [CH:13]([O:1][C:2]1[C:3]([CH3:12])=[N:4][CH:5]=[C:6]([CH:11]=1)[C:7]([O:9][CH3:10])=[S:8])([CH3:15])[CH3:14]. The catalyst class is: 9. (6) Reactant: [C:1]([OH:5])([CH3:4])([CH3:3])[CH3:2].[S:6]([Cl:12])([N:9]=[C:10]=[O:11])(=[O:8])=[O:7]. Product: [Cl:12][S:6]([NH:9][C:10](=[O:11])[O:5][C:1]([CH3:4])([CH3:3])[CH3:2])(=[O:8])=[O:7]. The catalyst class is: 48. (7) Reactant: [Br:1][C:2]1[C:7]([Cl:8])=[CH:6][N:5]=[C:4]2[NH:9][CH:10]=[CH:11][C:3]=12.[H-].[Na+].[C:14]1(C)[C:15]([S:20](Cl)(=[O:22])=[O:21])=[CH:16][CH:17]=[CH:18][CH:19]=1.[CH3:25]COC(C)=O. Product: [Br:1][C:2]1[C:7]([Cl:8])=[CH:6][N:5]=[C:4]2[N:9]([S:20]([C:15]3[CH:14]=[CH:19][C:18]([CH3:25])=[CH:17][CH:16]=3)(=[O:21])=[O:22])[CH:10]=[CH:11][C:3]=12. The catalyst class is: 3. (8) Reactant: [Cl:1][C:2]1[C:3]([O:12][CH:13]([CH3:15])[CH3:14])=[N:4][CH:5]=[C:6]([CH:11]=1)[C:7](OC)=[O:8].[NH3:16]. Product: [Cl:1][C:2]1[C:3]([O:12][CH:13]([CH3:15])[CH3:14])=[N:4][CH:5]=[C:6]([CH:11]=1)[C:7]([NH2:16])=[O:8]. The catalyst class is: 605. (9) Reactant: [C:1]([C:3]1[CH:8]=[CH:7][C:6]([N:9]2[C:13](=[O:14])[C:12]([CH3:16])([CH3:15])[N:11]([C:17]3[CH:35]=[CH:34][C:20]([O:21][CH2:22][C:23]4([NH:26]C(=O)OC(C)(C)C)[CH2:25][CH2:24]4)=[C:19]([F:36])[CH:18]=3)[C:10]2=[S:37])=[CH:5][C:4]=1[CH3:38])#[N:2]. Product: [NH2:26][C:23]1([CH2:22][O:21][C:20]2[CH:34]=[CH:35][C:17]([N:11]3[C:12]([CH3:15])([CH3:16])[C:13](=[O:14])[N:9]([C:6]4[CH:7]=[CH:8][C:3]([C:1]#[N:2])=[C:4]([CH3:38])[CH:5]=4)[C:10]3=[S:37])=[CH:18][C:19]=2[F:36])[CH2:24][CH2:25]1. The catalyst class is: 209.